From a dataset of NCI-60 drug combinations with 297,098 pairs across 59 cell lines. Regression. Given two drug SMILES strings and cell line genomic features, predict the synergy score measuring deviation from expected non-interaction effect. (1) Drug 1: C1CCN(CC1)CCOC2=CC=C(C=C2)C(=O)C3=C(SC4=C3C=CC(=C4)O)C5=CC=C(C=C5)O. Drug 2: C1C(C(OC1N2C=NC3=C2NC=NCC3O)CO)O. Cell line: SK-MEL-5. Synergy scores: CSS=-9.58, Synergy_ZIP=5.51, Synergy_Bliss=2.31, Synergy_Loewe=-2.50, Synergy_HSA=-4.84. (2) Drug 1: CC1C(C(=O)NC(C(=O)N2CCCC2C(=O)N(CC(=O)N(C(C(=O)O1)C(C)C)C)C)C(C)C)NC(=O)C3=C4C(=C(C=C3)C)OC5=C(C(=O)C(=C(C5=N4)C(=O)NC6C(OC(=O)C(N(C(=O)CN(C(=O)C7CCCN7C(=O)C(NC6=O)C(C)C)C)C)C(C)C)C)N)C. Drug 2: C1C(C(OC1N2C=NC3=C(N=C(N=C32)Cl)N)CO)O. Cell line: CAKI-1. Synergy scores: CSS=39.1, Synergy_ZIP=1.41, Synergy_Bliss=1.91, Synergy_Loewe=-3.01, Synergy_HSA=1.42. (3) Drug 2: C1=CC=C(C(=C1)C(C2=CC=C(C=C2)Cl)C(Cl)Cl)Cl. Drug 1: C1=NC2=C(N=C(N=C2N1C3C(C(C(O3)CO)O)O)F)N. Synergy scores: CSS=-0.676, Synergy_ZIP=0.930, Synergy_Bliss=0.237, Synergy_Loewe=-1.49, Synergy_HSA=-2.31. Cell line: NCI-H322M. (4) Drug 1: CCC1=CC2CC(C3=C(CN(C2)C1)C4=CC=CC=C4N3)(C5=C(C=C6C(=C5)C78CCN9C7C(C=CC9)(C(C(C8N6C)(C(=O)OC)O)OC(=O)C)CC)OC)C(=O)OC.C(C(C(=O)O)O)(C(=O)O)O. Drug 2: C1CNP(=O)(OC1)N(CCCl)CCCl. Cell line: SR. Synergy scores: CSS=71.4, Synergy_ZIP=3.08, Synergy_Bliss=4.33, Synergy_Loewe=-26.2, Synergy_HSA=4.35. (5) Cell line: CCRF-CEM. Drug 1: CC1=C(C=C(C=C1)NC2=NC=CC(=N2)N(C)C3=CC4=NN(C(=C4C=C3)C)C)S(=O)(=O)N.Cl. Drug 2: C1CCC(CC1)NC(=O)N(CCCl)N=O. Synergy scores: CSS=22.8, Synergy_ZIP=-2.71, Synergy_Bliss=-3.79, Synergy_Loewe=-18.4, Synergy_HSA=-3.67. (6) Drug 1: CN1C(=O)N2C=NC(=C2N=N1)C(=O)N. Drug 2: C(CCl)NC(=O)N(CCCl)N=O. Cell line: U251. Synergy scores: CSS=33.2, Synergy_ZIP=-8.55, Synergy_Bliss=-4.21, Synergy_Loewe=-16.3, Synergy_HSA=-2.24.